From a dataset of Ames mutagenicity test results for genotoxicity prediction. Regression/Classification. Given a drug SMILES string, predict its toxicity properties. Task type varies by dataset: regression for continuous values (e.g., LD50, hERG inhibition percentage) or binary classification for toxic/non-toxic outcomes (e.g., AMES mutagenicity, cardiotoxicity, hepatotoxicity). Dataset: ames. (1) The result is 0 (non-mutagenic). The molecule is O=[N+]([O-])c1cc(-c2cccc([N+](=O)[O-])c2O)ccc1O. (2) The drug is O=C1CCC(=O)N1Br. The result is 1 (mutagenic). (3) The molecule is N#C/C(N)=C(\N)C#N. The result is 0 (non-mutagenic). (4) The molecule is O=[N+]([O-])c1cccc2c1-c1cccc3cccc-2c13. The result is 1 (mutagenic). (5) The molecule is CCNc1nc(Cl)nc(NCC)n1. The result is 0 (non-mutagenic).